Dataset: Forward reaction prediction with 1.9M reactions from USPTO patents (1976-2016). Task: Predict the product of the given reaction. (1) Given the reactants [C:1]([C:3]1[C:4]([C:9]2[CH:14]=[CH:13][CH:12]=[CH:11][CH:10]=2)=[N:5][O:6][C:7]=1[CH3:8])#[CH:2].Cl[C:16]1[N:21]=[CH:20][CH:19]=[CH:18][N:17]=1, predict the reaction product. The product is: [CH3:8][C:7]1[O:6][N:5]=[C:4]([C:9]2[CH:14]=[CH:13][CH:12]=[CH:11][CH:10]=2)[C:3]=1[C:1]#[C:2][C:16]1[N:21]=[CH:20][CH:19]=[CH:18][N:17]=1. (2) The product is: [C:30]([NH:1][C:2]1([C:10]2[CH:9]=[CH:8][C:7]([CH:11]([CH3:12])[CH3:13])=[CH:6][C:5]=2[O:4][C:3](=[O:4])[CH2:2][CH2:10][CH2:9][CH2:28][CH3:29])[C:20](=[O:21])[C:19]2[C:14](=[CH:15][CH:16]=[CH:17][CH:18]=2)[C:3]1=[O:22])(=[O:36])[CH2:31][CH2:32][CH2:33][CH2:34][CH3:35]. Given the reactants [NH2:1][C:2]12[C:20](=[O:21])[C:19]3[C:14](=[CH:15][CH:16]=[CH:17][CH:18]=3)[C:3]1([OH:22])[O:4][C:5]1[C:10]2=[CH:9][CH:8]=[C:7]([CH:11]([CH3:13])[CH3:12])[CH:6]=1.C(N([CH2:28][CH3:29])CC)C.[C:30](Cl)(=[O:36])[CH2:31][CH2:32][CH2:33][CH2:34][CH3:35], predict the reaction product. (3) Given the reactants ClCCl.[CH2:4]([CH:7]1[O:12][CH:11](O)[CH:10]([C:14]2[CH:19]=[CH:18][C:17]([C:20]3[CH:25]=[CH:24][C:23]([CH:26]4[CH2:31][CH2:30][CH:29]([CH2:32][CH2:33][CH3:34])[CH2:28][CH2:27]4)=[C:22]([F:35])[C:21]=3[F:36])=[C:16]([F:37])[C:15]=2[F:38])[CH2:9][CH2:8]1)[CH2:5][CH3:6].C([SiH](CC)CC)C, predict the reaction product. The product is: [CH2:4]([CH:7]1[CH2:8][CH2:9][CH:10]([C:14]2[CH:19]=[CH:18][C:17]([C:20]3[CH:25]=[CH:24][C:23]([CH:26]4[CH2:31][CH2:30][CH:29]([CH2:32][CH2:33][CH3:34])[CH2:28][CH2:27]4)=[C:22]([F:35])[C:21]=3[F:36])=[C:16]([F:37])[C:15]=2[F:38])[CH2:11][O:12]1)[CH2:5][CH3:6].